Dataset: Peptide-MHC class I binding affinity with 185,985 pairs from IEDB/IMGT. Task: Regression. Given a peptide amino acid sequence and an MHC pseudo amino acid sequence, predict their binding affinity value. This is MHC class I binding data. (1) The peptide sequence is AIFASSMTK. The MHC is HLA-A31:01 with pseudo-sequence HLA-A31:01. The binding affinity (normalized) is 0.215. (2) The peptide sequence is NHINVELSQ. The MHC is Mamu-A07 with pseudo-sequence Mamu-A07. The binding affinity (normalized) is 0.0746.